From a dataset of Full USPTO retrosynthesis dataset with 1.9M reactions from patents (1976-2016). Predict the reactants needed to synthesize the given product. (1) Given the product [CH2:15]([N:22]1[C:10](=[O:11])[C:5]2[S:4][N:3]=[C:2]([CH3:1])[C:6]=2[N:7]=[C:8]1[CH2:12][CH2:13][CH3:14])[C:16]1[CH:21]=[CH:20][CH:19]=[CH:18][CH:17]=1, predict the reactants needed to synthesize it. The reactants are: [CH3:1][C:2]1[C:6]2[N:7]=[C:8]([CH2:12][CH2:13][CH3:14])O[C:10](=[O:11])[C:5]=2[S:4][N:3]=1.[CH2:15]([NH2:22])[C:16]1[CH:21]=[CH:20][CH:19]=[CH:18][CH:17]=1. (2) Given the product [CH3:18][O:3][C:4]1[C:9](=[O:10])[NH:8][C:7]([CH3:11])=[C:6]([C:12]([O:14][CH2:15][CH3:16])=[O:13])[CH:5]=1, predict the reactants needed to synthesize it. The reactants are: [H-].[Li+].[OH:3][C:4]1[C:9](=[O:10])[NH:8][C:7]([CH3:11])=[C:6]([C:12]([O:14][CH2:15][CH3:16])=[O:13])[CH:5]=1.I[CH3:18]. (3) Given the product [CH:25]([CH:26]1[N:10]([CH2:11][C:12]([O:14][C:15]([CH3:18])([CH3:17])[CH3:16])=[O:13])[C@H:3]([C:4]2[CH:9]=[CH:8][CH:7]=[CH:6][CH:5]=2)[CH2:2][O:1]1)([C:19]1[CH:24]=[CH:23][CH:22]=[CH:21][CH:20]=1)[C:28]1[CH:33]=[CH:32][CH:31]=[CH:30][CH:29]=1, predict the reactants needed to synthesize it. The reactants are: [OH:1][CH2:2][C@@H:3]([NH:10][CH2:11][C:12]([O:14][C:15]([CH3:18])([CH3:17])[CH3:16])=[O:13])[C:4]1[CH:9]=[CH:8][CH:7]=[CH:6][CH:5]=1.[C:19]1([CH:25]([C:28]2[CH:33]=[CH:32][CH:31]=[CH:30][CH:29]=2)[CH:26]=O)[CH:24]=[CH:23][CH:22]=[CH:21][CH:20]=1.S([O-])([O-])(=O)=O.[Mg+2]. (4) Given the product [CH:1]([N:4]1[CH:8]=[C:7]([C:9]2[NH:28][C:29]3[N:33]([N:32]=[CH:31][C:30]=3[C:34]#[N:35])[C:11](=[O:13])[C:10]=2[CH:18]([CH3:21])[C:19]#[CH:20])[CH:6]=[N:5]1)([CH3:2])[CH3:3], predict the reactants needed to synthesize it. The reactants are: [CH:1]([N:4]1[CH:8]=[C:7]([C:9](=O)[CH2:10][C:11]([O:13]CC)=O)[CH:6]=[N:5]1)([CH3:3])[CH3:2].Br[CH:18]([CH3:21])[C:19]#[CH:20].C(=O)([O-])[O-].[K+].[K+].[NH2:28][C:29]1[NH:33][N:32]=[CH:31][C:30]=1[C:34]#[N:35]. (5) Given the product [CH2:13]([C:15]1[N:16]([C:40]2[CH:41]=[CH:42][C:43]([O:46][C:47]([CH3:53])([CH3:52])[C:48]([OH:51])([CH3:50])[CH3:49])=[CH:44][CH:45]=2)[C:17](=[O:39])[C:18]([CH2:24][C:25]2[CH:26]=[CH:27][C:28]([C:31]3[CH:36]=[CH:35][CH:34]=[CH:33][C:32]=3[C:37]3[NH:3][C:4](=[O:7])[O:5][N:38]=3)=[CH:29][CH:30]=2)=[C:19]([CH2:21][CH2:22][CH3:23])[N:20]=1)[CH3:14], predict the reactants needed to synthesize it. The reactants are: [Cl-].O[NH3+:3].[C:4](=[O:7])([O-])[OH:5].[Na+].CS(C)=O.[CH2:13]([C:15]1[N:16]([C:40]2[CH:45]=[CH:44][C:43]([O:46][C:47]([CH3:53])([CH3:52])[C:48]([OH:51])([CH3:50])[CH3:49])=[CH:42][CH:41]=2)[C:17](=[O:39])[C:18]([CH2:24][C:25]2[CH:30]=[CH:29][C:28]([C:31]3[C:32]([C:37]#[N:38])=[CH:33][CH:34]=[CH:35][CH:36]=3)=[CH:27][CH:26]=2)=[C:19]([CH2:21][CH2:22][CH3:23])[N:20]=1)[CH3:14].